Dataset: Full USPTO retrosynthesis dataset with 1.9M reactions from patents (1976-2016). Task: Predict the reactants needed to synthesize the given product. (1) Given the product [C:31]([O:34][C@H:11]1[C@H:10]2[C@@H:19]([I:20])[C@H:13]([C@@H:14]([C:15]([O:17][CH3:18])=[O:16])[N:9]2[C@@H:7]([C:1]2[CH:6]=[CH:5][CH:4]=[CH:3][CH:2]=2)[CH3:8])[CH2:12]1)(=[O:33])[CH3:32], predict the reactants needed to synthesize it. The reactants are: [C:1]1([C@H:7]([N:9]2[C@H:14]([C:15]([O:17][CH3:18])=[O:16])[C@@H:13]3[CH2:19][C@H:10]2[CH:11]=[CH:12]3)[CH3:8])[CH:6]=[CH:5][CH:4]=[CH:3][CH:2]=1.[I:20]N1C(C)(C)C(=O)N(I)C1=O.[C:31]([OH:34])(=[O:33])[CH3:32]. (2) The reactants are: [CH2:1]([N:8]1[CH2:13][C@H:12]2[CH2:14][C@@H:9]1[C@@H:10]([N:15]1C(=O)C3C(=CC=CC=3)C1=O)[CH2:11]2)[C:2]1[CH:7]=[CH:6][CH:5]=[CH:4][CH:3]=1.CO.O.NN. Given the product [CH2:1]([N:8]1[CH2:13][CH:12]2[CH2:14][CH:9]1[CH:10]([NH2:15])[CH2:11]2)[C:2]1[CH:3]=[CH:4][CH:5]=[CH:6][CH:7]=1, predict the reactants needed to synthesize it. (3) Given the product [O:9]1[C:5]2[CH:4]=[C:3]3[CH2:11][CH:12]([C:13]#[N:14])[C:2]3=[CH:10][C:6]=2[O:7][CH2:8]1, predict the reactants needed to synthesize it. The reactants are: Br[C:2]1[C:3]([CH2:11][CH2:12][C:13]#[N:14])=[CH:4][C:5]2[O:9][CH2:8][O:7][C:6]=2[CH:10]=1.N.[N-]=[N+]=[N-].[Na+].[Na].[Cl-].[NH4+]. (4) Given the product [Cl:1][C:2]1[C:10]2[C:5](=[CH:6][C:7]([S:11]([N:14]3[CH2:19][C:18](=[O:20])[N:17]([CH2:21][CH:22]4[CH2:27][CH2:26][N:25]([C:28]5[CH:33]=[CH:32][C:31](=[O:34])[N:30]([CH3:35])[N:29]=5)[CH2:24][CH2:23]4)[CH:16]([C:36]([N:39]4[CH2:44][CH2:43][O:42][CH2:41][CH2:40]4)=[O:38])[CH2:15]3)(=[O:13])=[O:12])=[CH:8][CH:9]=2)[NH:4][CH:3]=1, predict the reactants needed to synthesize it. The reactants are: [Cl:1][C:2]1[C:10]2[C:5](=[CH:6][C:7]([S:11]([N:14]3[CH2:19][C:18](=[O:20])[N:17]([CH2:21][CH:22]4[CH2:27][CH2:26][N:25]([C:28]5[CH:33]=[CH:32][C:31](=[O:34])[N:30]([CH3:35])[N:29]=5)[CH2:24][CH2:23]4)[CH:16]([C:36]([OH:38])=O)[CH2:15]3)(=[O:13])=[O:12])=[CH:8][CH:9]=2)[NH:4][CH:3]=1.[NH:39]1[CH2:44][CH2:43][O:42][CH2:41][CH2:40]1.F[B-](F)(F)F.N1(OC(N(C)C)=[N+](C)C)C2C=CC=CC=2N=N1. (5) Given the product [F:10][C:11]1[CH:16]=[CH:15][CH:14]=[CH:13][C:12]=1[C:2]1[CH:9]=[CH:8][C:5]([C:6]#[N:7])=[CH:4][N:3]=1, predict the reactants needed to synthesize it. The reactants are: Cl[C:2]1[CH:9]=[CH:8][C:5]([C:6]#[N:7])=[CH:4][N:3]=1.[F:10][C:11]1[CH:16]=[CH:15][CH:14]=[CH:13][C:12]=1B(O)O.C([O-])([O-])=O.[Na+].[Na+]. (6) Given the product [CH2:24]([C:21]1[CH:22]=[CH:23][C:18]([O:17][CH:15]([CH3:16])[CH2:14][CH2:13][O:12][C:9]2[CH:10]=[CH:11][C:6]([CH2:5][CH2:4][C:3]([OH:34])=[O:2])=[C:7]([CH3:33])[CH:8]=2)=[C:19]([C:26]([C:28]2[S:29][CH:30]=[CH:31][CH:32]=2)=[O:27])[CH:20]=1)[CH3:25], predict the reactants needed to synthesize it. The reactants are: C[O:2][C:3](=[O:34])[CH2:4][CH2:5][C:6]1[CH:11]=[CH:10][C:9]([O:12][CH2:13][CH2:14][CH:15]([O:17][C:18]2[CH:23]=[CH:22][C:21]([CH2:24][CH3:25])=[CH:20][C:19]=2[C:26]([C:28]2[S:29][CH:30]=[CH:31][CH:32]=2)=[O:27])[CH3:16])=[CH:8][C:7]=1[CH3:33].[OH-].[Na+].Cl.